Task: Regression. Given a peptide amino acid sequence and an MHC pseudo amino acid sequence, predict their binding affinity value. This is MHC class I binding data.. Dataset: Peptide-MHC class I binding affinity with 185,985 pairs from IEDB/IMGT (1) The peptide sequence is IPQSLDSWPTSL. The MHC is H-2-Ld with pseudo-sequence H-2-Ld. The binding affinity (normalized) is 0.622. (2) The peptide sequence is EYKKFIATF. The MHC is HLA-B58:01 with pseudo-sequence HLA-B58:01. The binding affinity (normalized) is 0.487. (3) The peptide sequence is TSTLQEQIGW. The MHC is HLA-A29:02 with pseudo-sequence HLA-A29:02. The binding affinity (normalized) is 0. (4) The binding affinity (normalized) is 0. The peptide sequence is ILCSLMEHWA. The MHC is HLA-A03:01 with pseudo-sequence HLA-A03:01. (5) The peptide sequence is DEWSVATFY. The MHC is HLA-B40:02 with pseudo-sequence HLA-B40:02. The binding affinity (normalized) is 0. (6) The peptide sequence is MEFWLVAAL. The MHC is HLA-B07:02 with pseudo-sequence HLA-B07:02. The binding affinity (normalized) is 0.0847. (7) The peptide sequence is IAGGVCYYLL. The MHC is HLA-A68:02 with pseudo-sequence HLA-A68:02. The binding affinity (normalized) is 0.483.